From a dataset of Forward reaction prediction with 1.9M reactions from USPTO patents (1976-2016). Predict the product of the given reaction. (1) Given the reactants [NH2:1][C:2]1[N:7]=[CH:6][C:5]([S:8][CH2:9][CH2:10][C:11]([O:13][CH3:14])=[O:12])=[CH:4][C:3]=1[O:15][C:16]1[CH:21]=[CH:20][C:19]([F:22])=[CH:18][CH:17]=1.Cl[C:24]1[CH:31]=[CH:30][C:27]([C:28]#[N:29])=[CH:26][N:25]=1.C(=O)([O-])[O-].[Cs+].[Cs+].C1(P(C2C=CC=CC=2)C2C3OC4C(=CC=CC=4P(C4C=CC=CC=4)C4C=CC=CC=4)C(C)(C)C=3C=CC=2)C=CC=CC=1, predict the reaction product. The product is: [C:28]([C:27]1[CH:30]=[CH:31][C:24]([NH:1][C:2]2[N:7]=[CH:6][C:5]([S:8][CH2:9][CH2:10][C:11]([O:13][CH3:14])=[O:12])=[CH:4][C:3]=2[O:15][C:16]2[CH:17]=[CH:18][C:19]([F:22])=[CH:20][CH:21]=2)=[N:25][CH:26]=1)#[N:29]. (2) The product is: [C:3]([O:7][C:8]([N:10]1[CH:15]2[CH2:16][CH2:17][CH:11]1[CH2:12][CH:13]([OH:18])[CH2:14]2)=[O:9])([CH3:6])([CH3:4])[CH3:5]. Given the reactants [BH4-].[Na+].[C:3]([O:7][C:8]([N:10]1[CH:15]2[CH2:16][CH2:17][CH:11]1[CH2:12][C:13](=[O:18])[CH2:14]2)=[O:9])([CH3:6])([CH3:5])[CH3:4], predict the reaction product. (3) The product is: [ClH:18].[Br:1][C:2]1[CH:3]=[C:4]([Cl:18])[C:5]([CH2:8][CH2:9][NH2:10])=[N:6][CH:7]=1. Given the reactants [Br:1][C:2]1[CH:3]=[C:4]([Cl:18])[C:5]([CH2:8][CH2:9][NH:10]C(=O)OC(C)(C)C)=[N:6][CH:7]=1.Cl, predict the reaction product. (4) Given the reactants [CH2:1]([O:3][CH:4]([O:18][CH2:19][CH3:20])[CH2:5][NH:6][CH2:7][C:8]1[C:17]2[C:12](=[CH:13][CH:14]=[CH:15][CH:16]=2)[CH:11]=[CH:10][CH:9]=1)[CH3:2].[CH:21]1[C:33]2[CH:32]([CH2:34][O:35][C:36]([NH:38][C@@H:39]([CH2:43][C:44]3[CH:49]=[CH:48][C:47]([O:50][C:51]([CH3:54])([CH3:53])[CH3:52])=[CH:46][CH:45]=3)[C:40](O)=[O:41])=[O:37])[C:31]3[C:26](=[CH:27][CH:28]=[CH:29][CH:30]=3)[C:25]=2[CH:24]=[CH:23][CH:22]=1, predict the reaction product. The product is: [C:51]([O:50][C:47]1[CH:46]=[CH:45][C:44]([CH2:43][C@H:39]([NH:38][C:36](=[O:37])[O:35][CH2:34][CH:32]2[C:33]3[CH:21]=[CH:22][CH:23]=[CH:24][C:25]=3[C:26]3[C:31]2=[CH:30][CH:29]=[CH:28][CH:27]=3)[C:40]([N:6]([CH2:5][CH:4]([O:3][CH2:1][CH3:2])[O:18][CH2:19][CH3:20])[CH2:7][C:8]2[C:17]3[C:12](=[CH:13][CH:14]=[CH:15][CH:16]=3)[CH:11]=[CH:10][CH:9]=2)=[O:41])=[CH:49][CH:48]=1)([CH3:54])([CH3:52])[CH3:53]. (5) Given the reactants [NH2:1][C:2]1[CH:7]=[CH:6][C:5]([C:8]2[C:16]3[C:11](=[N:12][CH:13]=[N:14][C:15]=3[NH2:17])[N:10]([C@H:18]3[CH2:23][CH2:22][C@@H:21]([N:24]4[CH2:29][CH2:28][N:27]([CH3:30])[CH2:26][CH2:25]4)[CH2:20][CH2:19]3)[N:9]=2)=[CH:4][C:3]=1[F:31].[CH:32](=O)[CH3:33].C(O)(=O)C.C(O[BH-](OC(=O)C)OC(=O)C)(=O)C.[Na+], predict the reaction product. The product is: [CH2:32]([NH:1][C:2]1[CH:7]=[CH:6][C:5]([C:8]2[C:16]3[C:11](=[N:12][CH:13]=[N:14][C:15]=3[NH2:17])[N:10]([C@H:18]3[CH2:23][CH2:22][C@@H:21]([N:24]4[CH2:25][CH2:26][N:27]([CH3:30])[CH2:28][CH2:29]4)[CH2:20][CH2:19]3)[N:9]=2)=[CH:4][C:3]=1[F:31])[CH3:33].